From a dataset of Reaction yield outcomes from USPTO patents with 853,638 reactions. Predict the reaction yield, written as a fraction of the theoretical maximum amount of product (1.0 means a 100% yield; for example, 0.34 means a 34% yield). (1) The reactants are Cl[C:2]1[C:7]([S:8]([N:11]2[CH2:32][CH2:31][C:14]3([C:18](=[O:19])[N:17]([C:20]4[CH:25]=[CH:24][C:23]([O:26][C:27]([F:30])([F:29])[F:28])=[CH:22][CH:21]=4)[CH2:16][CH2:15]3)[CH2:13][CH2:12]2)(=[O:10])=[O:9])=[CH:6][CH:5]=[CH:4][N:3]=1.[OH-].[NH4+:34]. No catalyst specified. The product is [NH2:34][C:2]1[C:7]([S:8]([N:11]2[CH2:32][CH2:31][C:14]3([C:18](=[O:19])[N:17]([C:20]4[CH:25]=[CH:24][C:23]([O:26][C:27]([F:30])([F:29])[F:28])=[CH:22][CH:21]=4)[CH2:16][CH2:15]3)[CH2:13][CH2:12]2)(=[O:10])=[O:9])=[CH:6][CH:5]=[CH:4][N:3]=1. The yield is 0.980. (2) The reactants are [C:1]12([CH2:12][C:11](=[O:13])[O:10][C:8](=[O:9])[CH2:7]1)[CH2:6][CH2:5][CH2:4][CH2:3][CH2:2]2.[CH:14]1([NH2:20])[CH2:19][CH2:18][CH2:17][CH2:16][CH2:15]1.Cl. The catalyst is ClCCl.O. The product is [CH:14]1([NH:20][C:11]([CH2:12][C:1]2([CH2:7][C:8]([OH:10])=[O:9])[CH2:2][CH2:3][CH2:4][CH2:5][CH2:6]2)=[O:13])[CH2:19][CH2:18][CH2:17][CH2:16][CH2:15]1. The yield is 0.950. (3) The reactants are [C:1]([C:4]1[CH:9]=[CH:8][C:7]([N:10]2[C:15](=[O:16])[C:14]([CH2:17][C:18]3[CH:23]=[CH:22][C:21]([C:24]4[C:25]([C:30]#[N:31])=[CH:26][CH:27]=[CH:28][CH:29]=4)=[CH:20][CH:19]=3)=[C:13]([CH2:32][CH2:33][CH3:34])[N:12]=[C:11]2[CH3:35])=[CH:6][CH:5]=1)(=[O:3])[CH3:2].[CH3:36][Mg]Br.S([O-])(O)(=O)=O.[K+]. The catalyst is O1CCCC1. The product is [OH:3][C:1]([C:4]1[CH:5]=[CH:6][C:7]([N:10]2[C:15](=[O:16])[C:14]([CH2:17][C:18]3[CH:23]=[CH:22][C:21]([C:24]4[C:25]([C:30]#[N:31])=[CH:26][CH:27]=[CH:28][CH:29]=4)=[CH:20][CH:19]=3)=[C:13]([CH2:32][CH2:33][CH3:34])[N:12]=[C:11]2[CH3:35])=[CH:8][CH:9]=1)([CH3:36])[CH3:2]. The yield is 0.350. (4) The reactants are Br[C:2]1[C:3]([NH2:12])=[N:4][CH:5]=[C:6](Br)[C:7]=1[CH:8]1[CH2:10][CH2:9]1.[OH:13][C:14]1[CH:19]=[CH:18][C:17](B(O)O)=[CH:16][CH:15]=1.[C:23]([O-:26])([O-])=O.[K+].[K+]. The catalyst is O1CCOCC1.O.C1C=CC(P(C2C=CC=CC=2)[C-]2C=CC=C2)=CC=1.C1C=CC(P(C2C=CC=CC=2)[C-]2C=CC=C2)=CC=1.Cl[Pd]Cl.[Fe+2]. The product is [NH2:12][C:3]1[N:4]=[CH:5][C:6]([C:17]2[CH:18]=[CH:19][C:14]([OH:13])=[CH:15][CH:16]=2)=[C:7]([CH:8]2[CH2:10][CH2:9]2)[C:2]=1[C:7]1[CH:6]=[CH:5][C:23]([OH:26])=[CH:3][CH:2]=1. The yield is 0.0300. (5) The reactants are II.[Br:3][C:4]1[CH:5]=[C:6]([C:10]([C:12]2[CH:17]=[CH:16][C:15]([O:18][CH3:19])=[C:14]([Cl:20])[CH:13]=2)=[CH2:11])[CH:7]=[CH:8][CH:9]=1.N.[NH2:22][C:23]([NH2:25])=[O:24]. The catalyst is C(OCC)(=O)C.C(#N)C.[Ag]OC#N.ClCCl. The product is [Br:3][C:4]1[CH:5]=[C:6]([C:10]2([C:12]3[CH:17]=[CH:16][C:15]([O:18][CH3:19])=[C:14]([Cl:20])[CH:13]=3)[CH2:11][O:24][C:23]([NH2:25])=[N:22]2)[CH:7]=[CH:8][CH:9]=1. The yield is 0.560. (6) The reactants are [CH3:1][C:2]1[N:7]=[C:6]2[S:8][C:9]([NH:11]C(=O)OCC)=[N:10][C:5]2=[N:4][CH:3]=1.[OH-].[Na+].Cl. No catalyst specified. The product is [CH3:1][C:2]1[N:7]=[C:6]2[S:8][C:9]([NH2:11])=[N:10][C:5]2=[N:4][CH:3]=1. The yield is 0.506.